This data is from Forward reaction prediction with 1.9M reactions from USPTO patents (1976-2016). The task is: Predict the product of the given reaction. Given the reactants [NH4+:1].[Cl-].C1C=CC2N(O)N=NC=2C=1.CCN=C=NCCCN(C)C.CCN(C(C)C)C(C)C.[CH3:33][C:34]1[CH:39]=[C:38]([CH3:40])[CH:37]=[CH:36][C:35]=1[CH:41]([NH:48][C:49](=[O:72])[CH2:50][C:51]1[CH:52]=[CH:53][C:54]2[O:58][C:57]([CH:59]([C:65]3[CH:70]=[CH:69][N:68]=[CH:67][CH:66]=3)[O:60][CH2:61][C:62](O)=[O:63])=[CH:56][C:55]=2[CH:71]=1)[C:42]1[CH:47]=[CH:46][CH:45]=[CH:44][CH:43]=1, predict the reaction product. The product is: [NH2:1][C:62](=[O:63])[CH2:61][O:60][CH:59]([C:65]1[CH:70]=[CH:69][N:68]=[CH:67][CH:66]=1)[C:57]1[O:58][C:54]2[CH:53]=[CH:52][C:51]([CH2:50][C:49]([NH:48][CH:41]([C:35]3[CH:36]=[CH:37][C:38]([CH3:40])=[CH:39][C:34]=3[CH3:33])[C:42]3[CH:43]=[CH:44][CH:45]=[CH:46][CH:47]=3)=[O:72])=[CH:71][C:55]=2[CH:56]=1.